This data is from Forward reaction prediction with 1.9M reactions from USPTO patents (1976-2016). The task is: Predict the product of the given reaction. Given the reactants [C:1]([O:5][C:6]([N:8]1[CH2:12][CH2:11][C:10](=[O:13])[CH2:9]1)=[O:7])([CH3:4])([CH3:3])[CH3:2].[P:14]([O-:21])([O:18][CH2:19][CH3:20])[O:15][CH2:16][CH3:17], predict the reaction product. The product is: [C:1]([O:5][C:6]([N:8]1[CH2:12][CH2:11][C:10]([P:14](=[O:21])([O:18][CH2:19][CH3:20])[O:15][CH2:16][CH3:17])([OH:13])[CH2:9]1)=[O:7])([CH3:4])([CH3:2])[CH3:3].